From a dataset of Reaction yield outcomes from USPTO patents with 853,638 reactions. Predict the reaction yield, written as a fraction of the theoretical maximum amount of product (1.0 means a 100% yield; for example, 0.34 means a 34% yield). The catalyst is O. The reactants are [OH:1][C:2]1[CH:3]=[C:4]2[C:9](=[CH:10][CH:11]=1)[N:8]=[C:7]([CH2:12][CH:13]([CH3:15])[CH3:14])[C:6]([C:16]#[N:17])=[C:5]2[C:18]1[CH:23]=[CH:22][C:21]([CH3:24])=[CH:20][CH:19]=1.[C:25]([O:28][CH2:29][CH2:30]Br)(=[O:27])[CH3:26].CN(C)C=O. The yield is 0.790. The product is [C:25]([O:28][CH2:29][CH2:30][O:1][C:2]1[CH:3]=[C:4]2[C:9](=[CH:10][CH:11]=1)[N:8]=[C:7]([CH2:12][CH:13]([CH3:15])[CH3:14])[C:6]([C:16]#[N:17])=[C:5]2[C:18]1[CH:23]=[CH:22][C:21]([CH3:24])=[CH:20][CH:19]=1)(=[O:27])[CH3:26].